Dataset: Catalyst prediction with 721,799 reactions and 888 catalyst types from USPTO. Task: Predict which catalyst facilitates the given reaction. (1) Reactant: [Cl:1][C:2]1[CH:10]=[C:9]2[C:5]([CH2:6][C:7](=[O:11])[NH:8]2)=[CH:4][CH:3]=1.[CH3:12][O:13][C:14]([C:16]1([O:20][C:21]2[CH:26]=[CH:25][C:24]([Cl:27])=[CH:23][C:22]=2[CH:28]=O)[CH2:19][CH2:18][CH2:17]1)=[O:15].N1CCCC1. Product: [CH3:12][O:13][C:14]([C:16]1([O:20][C:21]2[CH:26]=[CH:25][C:24]([Cl:27])=[CH:23][C:22]=2/[CH:28]=[C:6]2\[C:7](=[O:11])[NH:8][C:9]3[C:5]\2=[CH:4][CH:3]=[C:2]([Cl:1])[CH:10]=3)[CH2:19][CH2:18][CH2:17]1)=[O:15]. The catalyst class is: 5. (2) Reactant: [N+:1]([C:4]1[CH:13]=[C:8]([C:9]([O:11][CH3:12])=[O:10])[C:7]([OH:14])=[CH:6][CH:5]=1)([O-:3])=[O:2].N1C=CN=C1.[C:20]([Si:24](Cl)([CH3:26])[CH3:25])([CH3:23])([CH3:22])[CH3:21].O. Product: [CH3:12][O:11][C:9](=[O:10])[C:8]1[CH:13]=[C:4]([N+:1]([O-:3])=[O:2])[CH:5]=[CH:6][C:7]=1[O:14][Si:24]([C:20]([CH3:23])([CH3:22])[CH3:21])([CH3:26])[CH3:25]. The catalyst class is: 3. (3) Reactant: [CH3:1][N:2]1[C:10]2[C:5](=[CH:6][CH:7]=[CH:8][CH:9]=2)[C:4]([C:11]2[C:12](=[O:30])O[C:14](=[O:29])[C:15]=2[C:16]2[CH:21]=[CH:20][CH:19]=[C:18]([O:22][CH2:23][CH2:24][CH2:25][N:26]=[N+:27]=[N-:28])[CH:17]=2)=[CH:3]1.[OH-].[NH4+:32]. Product: [CH3:1][N:2]1[C:10]2[C:5](=[CH:6][CH:7]=[CH:8][CH:9]=2)[C:4]([C:11]2[C:12](=[O:30])[NH:32][C:14](=[O:29])[C:15]=2[C:16]2[CH:21]=[CH:20][CH:19]=[C:18]([O:22][CH2:23][CH2:24][CH2:25][N:26]=[N+:27]=[N-:28])[CH:17]=2)=[CH:3]1. The catalyst class is: 18. (4) Reactant: Cl[C:2]1[CH:7]=[C:6]([CH2:8][OH:9])[CH:5]=[CH:4][N:3]=1.O.[NH2:11][NH2:12]. Product: [NH:11]([C:2]1[CH:7]=[C:6]([CH2:8][OH:9])[CH:5]=[CH:4][N:3]=1)[NH2:12]. The catalyst class is: 41.